Dataset: Peptide-MHC class II binding affinity with 134,281 pairs from IEDB. Task: Regression. Given a peptide amino acid sequence and an MHC pseudo amino acid sequence, predict their binding affinity value. This is MHC class II binding data. The peptide sequence is EISNMLNIMNRRKRT. The MHC is DRB1_1302 with pseudo-sequence DRB1_1302. The binding affinity (normalized) is 0.539.